From a dataset of HIV replication inhibition screening data with 41,000+ compounds from the AIDS Antiviral Screen. Binary Classification. Given a drug SMILES string, predict its activity (active/inactive) in a high-throughput screening assay against a specified biological target. (1) The compound is COc1cc2c(cc1OC)CN1CCCc3cc(OC)c(OC)cc3C1C2. The result is 0 (inactive). (2) The drug is CN(CC#N)C(=O)Cc1ccc([N+](=O)[O-])cc1. The result is 0 (inactive). (3) The result is 0 (inactive). The compound is N#CC(=Cc1cc(Cl)ccc1O)C1CCC([N+](=O)[O-])CC1. (4) The compound is N=C(N)NP(=O)(Oc1ccccc1)Oc1ccccc1. The result is 0 (inactive). (5) The compound is COc1cc(OC)c(-n2[nH]c(=O)n(C)c2=O)c(OC)c1. The result is 0 (inactive). (6) The drug is O=C1CSC(=S)N1c1ccc(Cl)cc1. The result is 0 (inactive). (7) The result is 1 (active). The molecule is O=[N+]([O-])c1ccc2c(c1)nc1n2C(c2c(F)cccc2F)SC1. (8) The molecule is C=CCC1CC(n2cc(C)c(=O)[nH]c2=O)OC1CO[Si](C)(C)C(C)(C)C. The result is 0 (inactive). (9) The compound is COC1CC(n2cnc3c(N)ncnc32)OC1CO. The result is 0 (inactive).